Dataset: Reaction yield outcomes from USPTO patents with 853,638 reactions. Task: Predict the reaction yield, written as a fraction of the theoretical maximum amount of product (1.0 means a 100% yield; for example, 0.34 means a 34% yield). (1) The yield is 0.980. The product is [OH:26][CH2:25][C:23]1[CH:22]=[CH:21][C:17]2[S:18][C:19]([CH3:20])=[C:15]([C:12]3[CH:13]=[CH:14][C:9]([O:8][CH:5]4[CH2:6][CH2:7][S:2](=[O:30])(=[O:1])[CH2:3][CH2:4]4)=[CH:10][C:11]=3[CH3:29])[C:16]=2[CH:24]=1. The catalyst is C(Cl)Cl. The reactants are [O:1]=[S:2]1(=[O:30])[CH2:7][CH2:6][CH:5]([O:8][C:9]2[CH:14]=[CH:13][C:12]([C:15]3[C:16]4[CH:24]=[C:23]([C:25](OC)=[O:26])[CH:22]=[CH:21][C:17]=4[S:18][C:19]=3[CH3:20])=[C:11]([CH3:29])[CH:10]=2)[CH2:4][CH2:3]1.CC(C[AlH]CC(C)C)C.C(C(C(C([O-])=O)O)O)([O-])=O.[K+].[Na+]. (2) The product is [CH2:2]([C:4]1[S:24][C:7]2[N:8]=[C:9]([S:18][CH2:19][C:20]([O:22][CH3:23])=[O:21])[N:10]=[C:11]([N:12]3[CH2:17][CH2:16][N:15]([C:40](=[O:41])[C:37]4[CH:38]=[CH:39][C:34]([CH3:43])=[CH:35][CH:36]=4)[CH2:14][CH2:13]3)[C:6]=2[CH:5]=1)[CH3:3]. The reactants are Cl.[CH2:2]([C:4]1[S:24][C:7]2[N:8]=[C:9]([S:18][CH2:19][C:20]([O:22][CH3:23])=[O:21])[N:10]=[C:11]([N:12]3[CH2:17][CH2:16][NH:15][CH2:14][CH2:13]3)[C:6]=2[CH:5]=1)[CH3:3].C(N(C(C)C)CC)(C)C.[C:34]1([CH3:43])[CH:39]=[CH:38][C:37]([C:40](Cl)=[O:41])=[CH:36][CH:35]=1. The catalyst is CN(C=O)C. The yield is 0.560. (3) The reactants are Cl[C:2]1[C:3](=[O:12])[N:4]([CH2:9][O:10][CH3:11])[N:5]=[CH:6][C:7]=1[Cl:8].[CH3:13][O-:14].[Na+]. The catalyst is O1CCOCC1. The product is [Cl:8][C:7]1[CH:6]=[N:5][N:4]([CH2:9][O:10][CH3:11])[C:3](=[O:12])[C:2]=1[O:14][CH3:13]. The yield is 0.930. (4) The reactants are [Br:1][C:2]1[NH:6][C:5]([C@@H:7]2[CH2:11][CH2:10][CH2:9][N:8]2[C:12]([O:14]C(C)(C)C)=O)=[N:4][CH:3]=1.Cl.[CH3:20][O:21][C@H:22]([CH3:32])[C@H:23]([NH:27][C:28]([O:30][CH3:31])=[O:29])C(O)=O.CN(C(ON1N=NC2C=CC=NC1=2)=[N+](C)C)C.F[P-](F)(F)(F)(F)F.CCN(C(C)C)C(C)C.[Li+].[OH-]. The catalyst is C(Cl)Cl.CO.CN(C=O)C. The product is [Br:1][C:2]1[NH:6][C:5]([C@@H:7]2[CH2:11][CH2:10][CH2:9][N:8]2[C:12](=[O:14])[C@@H:23]([NH:27][C:28](=[O:29])[O:30][CH3:31])[C@H:22]([O:21][CH3:20])[CH3:32])=[N:4][CH:3]=1. The yield is 1.00.